From a dataset of HIV replication inhibition screening data with 41,000+ compounds from the AIDS Antiviral Screen. Binary Classification. Given a drug SMILES string, predict its activity (active/inactive) in a high-throughput screening assay against a specified biological target. (1) The molecule is CCC1(O)C(=O)OCc2c1cc1n(c2=O)Cc2cc3cc(OC)ccc3nc2-1. The result is 0 (inactive). (2) The molecule is O=C1C2ON(c3ccccc3)C(c3ccc(Cl)cc3Cl)C2C(=O)N1c1ccc(Cc2ccc(N3C(=O)C4ON(c5ccccc5)C(c5ccc(Cl)cc5Cl)C4C3=O)cc2)cc1. The result is 0 (inactive). (3) The molecule is NC(c1ccccc1)(C(F)(F)F)P1(=O)OC(=O)c2ccccc2O1. The result is 0 (inactive). (4) The molecule is O=C1N(CO)C2C(N1CO)N(CO)C(=O)N2CO. The result is 0 (inactive).